This data is from Catalyst prediction with 721,799 reactions and 888 catalyst types from USPTO. The task is: Predict which catalyst facilitates the given reaction. (1) Reactant: CC(N(C)C)=O.[F:7][C:8]([F:20])([F:19])[O:9][C:10]1[CH:18]=[CH:17][CH:16]=[CH:15][C:11]=1[C:12]([Cl:14])=[O:13].[NH2:21][C@@H:22]1[CH2:27][CH2:26][C@H:25]([NH:28][C:29]2[N:38]=[C:37]([N:39]([CH2:42]C)[CH2:40]C)[C:36]3[C:31](=[CH:32][CH:33]=[CH:34][CH:35]=3)[N:30]=2)[CH2:24][CH2:23]1. Product: [ClH:14].[CH3:40][N:39]([CH3:42])[C:37]1[C:36]2[C:31](=[CH:32][CH:33]=[CH:34][CH:35]=2)[N:30]=[C:29]([NH:28][C@@H:25]2[CH2:26][CH2:27][C@H:22]([NH:21][C:12](=[O:13])[C:11]3[CH:15]=[CH:16][CH:17]=[CH:18][C:10]=3[O:9][C:8]([F:20])([F:19])[F:7])[CH2:23][CH2:24]2)[N:38]=1. The catalyst class is: 2. (2) Reactant: C(OC(=O)[NH:7][C@@H:8]1[CH2:12][CH2:11][N:10]([C:13]2[CH:18]=[CH:17][C:16]([N+:19]([O-:21])=[O:20])=[CH:15][CH:14]=2)[CH2:9]1)(C)(C)C.[C:23]([OH:29])([C:25]([F:28])([F:27])[F:26])=[O:24].CCOCC. Product: [F:26][C:25]([F:28])([F:27])[C:23]([OH:29])=[O:24].[N+:19]([C:16]1[CH:17]=[CH:18][C:13]([N:10]2[CH2:11][CH2:12][C@@H:8]([NH2:7])[CH2:9]2)=[CH:14][CH:15]=1)([O-:21])=[O:20]. The catalyst class is: 2. (3) Reactant: C(N(C(C)C)CC)(C)C.[CH3:10][S:11](Cl)(=[O:13])=[O:12].[OH:15][CH2:16][CH2:17][NH:18][S:19]([C:22]1[CH:27]=[CH:26][C:25]([I:28])=[CH:24][CH:23]=1)(=[O:21])=[O:20]. The catalyst class is: 25. Product: [CH3:10][S:11]([O:15][CH2:16][CH2:17][NH:18][S:19]([C:22]1[CH:27]=[CH:26][C:25]([I:28])=[CH:24][CH:23]=1)(=[O:21])=[O:20])(=[O:13])=[O:12]. (4) Reactant: [CH2:1]([O:8][CH2:9][CH:10]1[CH2:15][NH:14][CH2:13][CH2:12][NH:11]1)[C:2]1[CH:7]=[CH:6][CH:5]=[CH:4][CH:3]=1.C(N(CC)CC)C.[S:23]1[CH:27]=[CH:26][CH:25]=[C:24]1[S:28](Cl)(=[O:30])=[O:29]. Product: [CH2:1]([O:8][CH2:9][CH:10]1[NH:11][CH2:12][CH2:13][N:14]([S:28]([C:24]2[S:23][CH:27]=[CH:26][CH:25]=2)(=[O:30])=[O:29])[CH2:15]1)[C:2]1[CH:7]=[CH:6][CH:5]=[CH:4][CH:3]=1. The catalyst class is: 2. (5) Reactant: [CH:1]([C:4]1[CH:5]=[C:6]([CH:29]=[CH:30][CH:31]=1)[CH2:7][N:8]1[C@@H:16]2[C@H:11]([C@H:12]([CH2:19][C:20]3[CH:25]=[CH:24][C:23]([O:26]C)=[CH:22][CH:21]=3)[CH2:13][S:14](=[O:18])(=[O:17])[CH2:15]2)[O:10][C:9]1=[O:28])([CH3:3])[CH3:2].B(Br)(Br)Br. Product: [OH:26][C:23]1[CH:24]=[CH:25][C:20]([CH2:19][C@H:12]2[C@H:11]3[C@@H:16]([N:8]([CH2:7][C:6]4[CH:29]=[CH:30][CH:31]=[C:4]([CH:1]([CH3:3])[CH3:2])[CH:5]=4)[C:9](=[O:28])[O:10]3)[CH2:15][S:14](=[O:18])(=[O:17])[CH2:13]2)=[CH:21][CH:22]=1. The catalyst class is: 2.